This data is from Forward reaction prediction with 1.9M reactions from USPTO patents (1976-2016). The task is: Predict the product of the given reaction. Given the reactants [Br:1][C:2]1[NH:6][C:5]2[CH:7]=[C:8]([Br:12])[C:9]([Br:11])=[CH:10][C:4]=2[N:3]=1.[N+:13]([O-])([O-:15])=[O:14].[K+], predict the reaction product. The product is: [Br:1][C:2]1[NH:3][C:4]2[CH:10]=[C:9]([Br:11])[C:8]([Br:12])=[C:7]([N+:13]([O-:15])=[O:14])[C:5]=2[N:6]=1.